From a dataset of Forward reaction prediction with 1.9M reactions from USPTO patents (1976-2016). Predict the product of the given reaction. (1) Given the reactants [Br:1][C:2]1[CH:3]=[N:4][C:5]([NH2:8])=[N:6][CH:7]=1.Br.Br[CH:11]([CH2:14][C:15]1[CH:20]=[CH:19][C:18]([O:21][CH3:22])=[CH:17][CH:16]=1)[CH:12]=O, predict the reaction product. The product is: [Br:1][C:2]1[CH:3]=[N:4][C:5]2[N:6]([C:11]([CH2:14][C:15]3[CH:16]=[CH:17][C:18]([O:21][CH3:22])=[CH:19][CH:20]=3)=[CH:12][N:8]=2)[CH:7]=1. (2) Given the reactants [CH2:1]([NH+:5]([CH2:10][CH2:11][CH2:12][CH3:13])[CH2:6][CH2:7][CH2:8][CH3:9])[CH2:2][CH2:3][CH3:4].C=CC1C=C[C:19]([S:22]([O-:25])(=[O:24])=[O:23])=CC=1.[C:26]1([CH3:32])[CH:31]=[CH:30][CH:29]=[CH:28][CH:27]=1, predict the reaction product. The product is: [CH2:10]([NH+:5]([CH2:1][CH2:2][CH2:3][CH3:4])[CH2:6][CH2:7][CH2:8][CH3:9])[CH2:11][CH2:12][CH3:13].[CH:19]([S:22]([O-:25])(=[O:24])=[O:23])=[CH:32][C:26]1[CH:31]=[CH:30][CH:29]=[CH:28][CH:27]=1.